The task is: Predict the reaction yield, written as a fraction of the theoretical maximum amount of product (1.0 means a 100% yield; for example, 0.34 means a 34% yield).. This data is from Reaction yield outcomes from USPTO patents with 853,638 reactions. (1) The reactants are N([O-])=O.[Na+].N[C:6]1[CH:14]=[C:13]2[C:9]([CH2:10][O:11][C:12]2=[O:15])=[CH:8][CH:7]=1.[BrH:16]. The catalyst is O. The product is [Br:16][C:6]1[CH:14]=[C:13]2[C:9]([CH2:10][O:11][C:12]2=[O:15])=[CH:8][CH:7]=1. The yield is 0.840. (2) The reactants are Cl[C:2]1[N:7]2[N:8]=[C:9]([CH3:11])[CH:10]=[C:6]2[N:5]=[C:4]([NH:12][C:13]([C@H:15]2[CH2:17][C@@H:16]2[C:18]2[CH:23]=[CH:22][CH:21]=[CH:20][CH:19]=2)=[O:14])[CH:3]=1.Cl.[NH:25]1[CH2:30][CH2:29][CH:28]([NH:31][C:32](N)=[O:33])[CH2:27][CH2:26]1.[CH3:35]N1C(=O)CCC1. The catalyst is CS(C)=O.CO. The product is [C:32]([NH:31][CH:28]1[CH2:29][CH2:30][N:25]([C:2]2[N:7]3[N:8]=[C:9]([CH3:11])[CH:10]=[C:6]3[N:5]=[C:4]([NH:12][C:13]([C@H:15]3[CH2:17][C@@H:16]3[C:18]3[CH:23]=[CH:22][CH:21]=[CH:20][CH:19]=3)=[O:14])[CH:3]=2)[CH2:26][CH2:27]1)(=[O:33])[CH3:35]. The yield is 0.590. (3) The product is [Br:1][C:2]1[CH:10]=[C:9]2[C:5]([CH2:6][C:7]3([C:8]2=[O:11])[CH2:24][C:22]2[C:23]4[C:18]([CH:19]=[CH:20][CH:21]=2)=[CH:17][CH:16]=[CH:15][C:14]=4[CH2:13]3)=[CH:4][CH:3]=1. The reactants are [Br:1][C:2]1[CH:10]=[C:9]2[C:5]([CH2:6][CH2:7][C:8]2=[O:11])=[CH:4][CH:3]=1.Br[CH2:13][C:14]1[C:23]2[C:18](=[CH:19][CH:20]=[CH:21][C:22]=2[CH2:24]Br)[CH:17]=[CH:16][CH:15]=1.[H-].[Na+]. The yield is 0.560. The catalyst is C1COCC1.